Dataset: Catalyst prediction with 721,799 reactions and 888 catalyst types from USPTO. Task: Predict which catalyst facilitates the given reaction. (1) Reactant: [NH2:1][C@@H:2]([CH2:7][CH:8]1[CH2:14][CH2:13][CH2:12][CH2:11][CH2:10][CH2:9]1)[C:3]([O:5][CH3:6])=[O:4].[CH2:15](Br)[C:16]1[CH:21]=[CH:20][CH:19]=[CH:18][CH:17]=1.C(=O)([O-])[O-].[K+].[K+].CN(C=O)C. Product: [CH2:15]([NH:1][C@@H:2]([CH2:7][CH:8]1[CH2:14][CH2:13][CH2:12][CH2:11][CH2:10][CH2:9]1)[C:3]([O:5][CH3:6])=[O:4])[C:16]1[CH:21]=[CH:20][CH:19]=[CH:18][CH:17]=1. The catalyst class is: 6. (2) Reactant: [C:1]([O:7][C:8]([CH3:11])([CH3:10])[CH3:9])(=[O:6])[CH2:2][C:3]([CH3:5])=O.[C:12]1([CH3:20])[CH:17]=[CH:16][C:15]([CH:18]=O)=[CH:14][CH:13]=1.[NH:21]1CCCCC1.[C:27]([CH2:29][C:30]([O:32]CC)=O)#[N:28].C([O-])(=O)C.[NH4+]. Product: [C:27]([C:29]1[C:30]([OH:32])=[N:21][C:3]([CH3:5])=[C:2]([C:18]=1[C:15]1[CH:16]=[CH:17][C:12]([CH3:20])=[CH:13][CH:14]=1)[C:1]([O:7][C:8]([CH3:11])([CH3:10])[CH3:9])=[O:6])#[N:28]. The catalyst class is: 336. (3) Reactant: C(OC([N:8]1[CH2:13][CH2:12][CH:11]([NH:14][C:15]2[CH:20]=[CH:19][C:18]([C:21](=[O:29])[C:22]3[CH:27]=[CH:26][CH:25]=[CH:24][C:23]=3[F:28])=[C:17]([NH2:30])[N:16]=2)[CH2:10][CH2:9]1)=O)(C)(C)C.FC(F)(F)C(O)=O. Product: [NH2:30][C:17]1[C:18]([C:21]([C:22]2[CH:27]=[CH:26][CH:25]=[CH:24][C:23]=2[F:28])=[O:29])=[CH:19][CH:20]=[C:15]([NH:14][CH:11]2[CH2:10][CH2:9][NH:8][CH2:13][CH2:12]2)[N:16]=1. The catalyst class is: 4. (4) The catalyst class is: 39. Product: [CH2:13]([O:15][C:16](=[O:26])[CH2:17][C@@H:18]([NH:25][C:2]1[C:7]([N+:8]([O-:10])=[O:9])=[CH:6][CH:5]=[C:4]([CH3:11])[N:3]=1)[C:19]1[CH:20]=[CH:21][CH:22]=[CH:23][CH:24]=1)[CH3:14]. Reactant: Cl[C:2]1[C:7]([N+:8]([O-:10])=[O:9])=[CH:6][CH:5]=[C:4]([CH3:11])[N:3]=1.Cl.[CH2:13]([O:15][C:16](=[O:26])[CH2:17][C@@H:18]([NH2:25])[C:19]1[CH:24]=[CH:23][CH:22]=[CH:21][CH:20]=1)[CH3:14].CCN(C(C)C)C(C)C. (5) Reactant: [CH3:1][O:2][C:3]1[CH:4]=[C:5]([CH:18]=[CH:19][C:20]=1[O:21][CH3:22])[C:6]1[O:7][C:8]2[C:13]([C:14](=[O:16])[CH:15]=1)=[CH:12][CH:11]=[C:10]([OH:17])[CH:9]=2.Br[C:24]([Br:27])([CH3:26])C.[C:28](=O)([O-])[O-].[K+].[K+].[K+].[Br-]. Product: [Br:27][CH2:24][CH2:26][CH2:28][O:17][C:10]1[CH:9]=[C:8]2[C:13]([C:14](=[O:16])[CH:15]=[C:6]([C:5]3[CH:18]=[CH:19][C:20]([O:21][CH3:22])=[C:3]([O:2][CH3:1])[CH:4]=3)[O:7]2)=[CH:12][CH:11]=1. The catalyst class is: 9.